This data is from Merck oncology drug combination screen with 23,052 pairs across 39 cell lines. The task is: Regression. Given two drug SMILES strings and cell line genomic features, predict the synergy score measuring deviation from expected non-interaction effect. Drug 1: CN(Cc1cnc2nc(N)nc(N)c2n1)c1ccc(C(=O)NC(CCC(=O)O)C(=O)O)cc1. Synergy scores: synergy=-21.2. Drug 2: NC(=O)c1cccc2cn(-c3ccc(C4CCCNC4)cc3)nc12. Cell line: NCIH520.